From a dataset of Forward reaction prediction with 1.9M reactions from USPTO patents (1976-2016). Predict the product of the given reaction. (1) Given the reactants Br[C:2]1[C:11]2[C:6](=[CH:7][CH:8]=[CH:9][CH:10]=2)[C:5](=[O:12])[O:4][C:3]=1[CH2:13][OH:14].[C:15]1(B(O)O)[CH:20]=[CH:19][CH:18]=[CH:17][CH:16]=1.C([O-])([O-])=O.[Cs+].[Cs+], predict the reaction product. The product is: [OH:14][CH2:13][C:3]1[O:4][C:5](=[O:12])[C:6]2[C:11]([C:2]=1[C:15]1[CH:20]=[CH:19][CH:18]=[CH:17][CH:16]=1)=[CH:10][CH:9]=[CH:8][CH:7]=2. (2) Given the reactants Cl.[F:2][C:3]1[CH:22]=[CH:21][C:6]([O:7][C:8]2[CH:9]=[C:10]([CH:18]=[CH:19][CH:20]=2)[CH:11]=[C:12]2[CH2:17][CH2:16][NH:15][CH2:14][CH2:13]2)=[CH:5][CH:4]=1.[N:23]1[CH:28]=[CH:27][CH:26]=[C:25]([NH:29][C:30](=O)[O:31]C2C=CC=CC=2)[CH:24]=1, predict the reaction product. The product is: [F:2][C:3]1[CH:4]=[CH:5][C:6]([O:7][C:8]2[CH:9]=[C:10]([CH:18]=[CH:19][CH:20]=2)[CH:11]=[C:12]2[CH2:13][CH2:14][N:15]([C:30]([NH:29][C:25]3[CH:24]=[N:23][CH:28]=[CH:27][CH:26]=3)=[O:31])[CH2:16][CH2:17]2)=[CH:21][CH:22]=1. (3) The product is: [NH:8]1[C:9]2[CH2:13][CH2:12][CH2:11][C:10]=2[C:6]([C:4]([NH2:14])=[O:3])=[N:7]1. Given the reactants C([O:3][C:4]([C:6]1[C:10]2[CH2:11][CH2:12][CH2:13][C:9]=2[NH:8][N:7]=1)=O)C.[NH3:14], predict the reaction product.